Dataset: Forward reaction prediction with 1.9M reactions from USPTO patents (1976-2016). Task: Predict the product of the given reaction. (1) Given the reactants O[C:2]1[C:11]2[C:6](=[CH:7][CH:8]=[C:9]([O:12][CH2:13][CH2:14][O:15][CH3:16])[CH:10]=2)[N:5]=[CH:4][N:3]=1.O=P(Cl)(Cl)[Cl:19], predict the reaction product. The product is: [Cl:19][C:2]1[C:11]2[C:6](=[CH:7][CH:8]=[C:9]([O:12][CH2:13][CH2:14][O:15][CH3:16])[CH:10]=2)[N:5]=[CH:4][N:3]=1. (2) Given the reactants C(O)(=O)C(O)=O.[C:7]([C:11]([CH2:13][N:14]1[C:20]2[CH:21]=[CH:22][CH:23]=[CH:24][C:19]=2[N:18]([CH:25]2[CH2:30][CH2:29][CH2:28][CH2:27][CH2:26]2)[CH2:17][C@@H:16]([NH2:31])[C:15]1=[O:32])=[O:12])([CH3:10])([CH3:9])[CH3:8].C(=O)([O-])[O-].[K+].[K+].[C:39](Cl)(=[O:47])[O:40][C:41]1[CH:46]=[CH:45][CH:44]=[CH:43][CH:42]=1, predict the reaction product. The product is: [C:7]([C:11]([CH2:13][N:14]1[C:20]2[CH:21]=[CH:22][CH:23]=[CH:24][C:19]=2[N:18]([CH:25]2[CH2:30][CH2:29][CH2:28][CH2:27][CH2:26]2)[CH2:17][C@@H:16]([NH:31][C:39]([O:40][C:41]2[CH:46]=[CH:45][CH:44]=[CH:43][CH:42]=2)=[O:47])[C:15]1=[O:32])=[O:12])([CH3:10])([CH3:8])[CH3:9]. (3) Given the reactants [CH2:1]1[S:6](=[O:8])(=[O:7])[O:5][CH2:4][CH2:3][CH2:2]1.[C:9]([N:16]1[CH2:21][CH2:20][NH:19][CH2:18][CH2:17]1)([O:11][C:12]([CH3:15])([CH3:14])[CH3:13])=[O:10], predict the reaction product. The product is: [C:12]([O:11][C:9]([N:16]1[CH2:21][CH2:20][N:19]([CH2:4][CH2:3][CH2:2][CH2:1][S:6]([OH:5])(=[O:8])=[O:7])[CH2:18][CH2:17]1)=[O:10])([CH3:15])([CH3:13])[CH3:14]. (4) Given the reactants COC(C1C=C(O)C2C(=C(N)C=CC=2)N=1)=O.C[O:18][C:19]([C:21]1[CH:30]=[C:29]([OH:31])[C:28]2[C:23](=[C:24]([OH:36])[CH:25]=[C:26]([CH2:32][CH2:33][CH2:34][OH:35])[CH:27]=2)[N:22]=1)=[O:20], predict the reaction product. The product is: [OH:31][C:29]1[C:28]2[C:23](=[C:24]([OH:36])[CH:25]=[C:26]([CH2:32][CH2:33][CH2:34][OH:35])[CH:27]=2)[N:22]=[C:21]([C:19]([OH:20])=[O:18])[CH:30]=1. (5) Given the reactants [CH2:1]([CH:4]1[S:9](=[O:11])(=[O:10])[C:8]([CH3:13])([CH3:12])[C:7]([NH:14][C:15](=[O:21])[O:16][C:17]([CH3:20])([CH3:19])[CH3:18])=[N:6][C@@:5]1([C:23]1[C:24]([F:30])=[N:25][CH:26]=[C:27]([Br:29])[CH:28]=1)[CH3:22])[CH:2]=C.C(=O)(O)[O-:32].[Na+].[BH4-].[Na+], predict the reaction product. The product is: [Br:29][C:27]1[CH:28]=[C:23]([C@:5]2([CH3:22])[CH:4]([CH2:1][CH2:2][OH:32])[S:9](=[O:11])(=[O:10])[C:8]([CH3:12])([CH3:13])[C:7]([NH:14][C:15](=[O:21])[O:16][C:17]([CH3:19])([CH3:20])[CH3:18])=[N:6]2)[C:24]([F:30])=[N:25][CH:26]=1.